Dataset: Catalyst prediction with 721,799 reactions and 888 catalyst types from USPTO. Task: Predict which catalyst facilitates the given reaction. (1) Reactant: [I:1][C:2]1[N:7]=[CH:6][C:5]([CH2:8][OH:9])=[CH:4][CH:3]=1. Product: [I:1][C:2]1[N:7]=[CH:6][C:5]([CH:8]=[O:9])=[CH:4][CH:3]=1. The catalyst class is: 327. (2) Reactant: [CH3:1][O:2][C:3]1[CH:4]=[N:5][C:6]([N:11]2[C:20](=[O:21])[C:19]3[C:14](=[CH:15][C:16]([C:22]([OH:24])=O)=[CH:17][CH:18]=3)[NH:13][C:12]2=[S:25])=[N:7][C:8]=1[O:9][CH3:10].CN(C(ON1N=NC2C=CC=NC1=2)=[N+](C)C)C.F[P-](F)(F)(F)(F)F.CCN(C(C)C)C(C)C.[NH2:59][C:60]1[CH:73]=[CH:72][C:63]([C:64]([C:66]2[CH:71]=[CH:70][CH:69]=[CH:68][CH:67]=2)=[O:65])=[CH:62][CH:61]=1. Product: [C:64]([C:63]1[CH:62]=[CH:61][C:60]([NH:59][C:22]([C:16]2[CH:15]=[C:14]3[C:19]([C:20](=[O:21])[N:11]([C:6]4[N:7]=[C:8]([O:9][CH3:10])[C:3]([O:2][CH3:1])=[CH:4][N:5]=4)[C:12](=[S:25])[NH:13]3)=[CH:18][CH:17]=2)=[O:24])=[CH:73][CH:72]=1)(=[O:65])[C:66]1[CH:67]=[CH:68][CH:69]=[CH:70][CH:71]=1. The catalyst class is: 3. (3) Reactant: [F:1][C:2]1[CH:3]=[C:4]([C:8]([C:10]2[C:19]([N+:20]([O-])=O)=[C:18]3[C:13]([CH:14]=[CH:15][CH:16]=[N:17]3)=[CH:12][CH:11]=2)=[O:9])[CH:5]=[CH:6][CH:7]=1. Product: [NH2:20][C:19]1[C:10]([C:8]([C:4]2[CH:5]=[CH:6][CH:7]=[C:2]([F:1])[CH:3]=2)=[O:9])=[CH:11][CH:12]=[C:13]2[C:18]=1[N:17]=[CH:16][CH:15]=[CH:14]2. The catalyst class is: 123. (4) Reactant: Br[C:2]1[CH:22]=[CH:21][C:5]2[NH:6][C:7]([CH2:9][O:10][C:11]3[CH:16]=[CH:15][C:14]([C:17]([F:20])([F:19])[F:18])=[CH:13][CH:12]=3)=[N:8][C:4]=2[CH:3]=1.[CH3:23][O:24][C:25]([C:27]1[CH:32]=[CH:31][CH:30]=[CH:29][C:28]=1B(O)O)=[O:26].C(=O)([O-])[O-].[Na+].[Na+]. Product: [CH3:23][O:24][C:25](=[O:26])[C:27]1[CH:32]=[CH:31][CH:30]=[CH:29][C:28]=1[C:2]1[CH:22]=[CH:21][C:5]2[NH:6][C:7]([CH2:9][O:10][C:11]3[CH:16]=[CH:15][C:14]([C:17]([F:20])([F:19])[F:18])=[CH:13][CH:12]=3)=[N:8][C:4]=2[CH:3]=1. The catalyst class is: 149.